From a dataset of Full USPTO retrosynthesis dataset with 1.9M reactions from patents (1976-2016). Predict the reactants needed to synthesize the given product. (1) Given the product [CH2:34]([N:21]1[CH2:22][CH2:23][CH2:24][N:18]([C:13]2[CH:14]=[C:15]3[C:10](=[CH:11][CH:12]=2)[N:9]=[C:8]([C:25]2[CH:30]=[CH:29][CH:28]=[C:27]([O:31][CH3:32])[CH:26]=2)[N:7]([CH2:6][C:5]([NH:4][CH:1]([CH3:3])[CH3:2])=[O:33])[C:16]3=[O:17])[CH2:19][CH2:20]1)[CH3:35], predict the reactants needed to synthesize it. The reactants are: [CH:1]([NH:4][C:5](=[O:33])[CH2:6][N:7]1[C:16](=[O:17])[C:15]2[C:10](=[CH:11][CH:12]=[C:13]([N:18]3[CH2:24][CH2:23][CH2:22][NH:21][CH2:20][CH2:19]3)[CH:14]=2)[N:9]=[C:8]1[C:25]1[CH:30]=[CH:29][CH:28]=[C:27]([O:31][CH3:32])[CH:26]=1)([CH3:3])[CH3:2].[CH2:34](Br)[CH3:35].C([O-])([O-])=O.[K+].[K+]. (2) Given the product [OH:26][CH2:25][CH2:24][CH2:23][NH:22][C:3]1[C:2]([C:31]2[CH:32]=[N:27][CH:28]=[N:29][CH:30]=2)=[CH:21][C:6]([C:7]([NH:9][C:10]2[CH:15]=[CH:14][C:13]([O:16][C:17]([F:20])([F:19])[F:18])=[CH:12][CH:11]=2)=[O:8])=[CH:5][N:4]=1, predict the reactants needed to synthesize it. The reactants are: Br[C:2]1[C:3]([NH:22][CH2:23][CH2:24][CH2:25][OH:26])=[N:4][CH:5]=[C:6]([CH:21]=1)[C:7]([NH:9][C:10]1[CH:15]=[CH:14][C:13]([O:16][C:17]([F:20])([F:19])[F:18])=[CH:12][CH:11]=1)=[O:8].[N:27]1[CH:32]=[C:31](B(O)O)[CH:30]=[N:29][CH:28]=1.C([O-])([O-])=O.[Na+].[Na+].CCO. (3) Given the product [CH:18]1([NH:21][C:22](=[O:39])[C:23]2[CH:28]=[CH:27][C:26]([CH3:29])=[C:25]([C:2]3[CH:10]=[C:9]4[C:5]([C:6]([C:11]5[CH:16]=[CH:15][N:14]=[CH:13][CH:12]=5)=[N:7][NH:8]4)=[CH:4][C:3]=3[F:17])[CH:24]=2)[CH2:19][CH2:20]1, predict the reactants needed to synthesize it. The reactants are: Br[C:2]1[CH:10]=[C:9]2[C:5]([C:6]([C:11]3[CH:16]=[CH:15][N:14]=[CH:13][CH:12]=3)=[N:7][NH:8]2)=[CH:4][C:3]=1[F:17].[CH:18]1([NH:21][C:22](=[O:39])[C:23]2[CH:28]=[CH:27][C:26]([CH3:29])=[C:25](B3OC(C)(C)C(C)(C)O3)[CH:24]=2)[CH2:20][CH2:19]1.C(=O)([O-])O.[Na+].